This data is from Full USPTO retrosynthesis dataset with 1.9M reactions from patents (1976-2016). The task is: Predict the reactants needed to synthesize the given product. (1) Given the product [CH:30]1([N:33]2[CH:37]=[C:36]([C:2]3[C:3]([O:16][C:17]4[C:22]([CH3:23])=[CH:21][CH:20]=[CH:19][N:18]=4)=[C:4]4[C:9](=[CH:10][CH:11]=3)[N:8]([C:12](=[O:14])[CH3:13])[C@@H:7]([CH3:15])[CH2:6][CH2:5]4)[CH:35]=[N:34]2)[CH2:32][CH2:31]1, predict the reactants needed to synthesize it. The reactants are: Br[C:2]1[C:3]([O:16][C:17]2[C:22]([CH3:23])=[CH:21][CH:20]=[CH:19][N:18]=2)=[C:4]2[C:9](=[CH:10][CH:11]=1)[N:8]([C:12](=[O:14])[CH3:13])[C@@H:7]([CH3:15])[CH2:6][CH2:5]2.C(=O)([O-])[O-].[K+].[K+].[CH:30]1([N:33]2[CH:37]=[C:36](B3OC(C)(C)C(C)(C)O3)[CH:35]=[N:34]2)[CH2:32][CH2:31]1.O1CCOCC1. (2) Given the product [Cl:1][C:2]1[CH:10]=[CH:9][C:8]([O:11][CH2:12][C:13]2[CH:18]=[CH:17][CH:16]=[CH:15][CH:14]=2)=[C:7]2[C:3]=1[CH2:4][N:5]([C:20]1[CH:21]=[CH:22][C:23]([CH2:26][C:27]([O:29][CH2:30][CH3:31])=[O:28])=[CH:24][CH:25]=1)[C:6]2=[O:19].[Cl:33][C:34]1[CH:42]=[CH:41][C:40]([O:43][CH2:44][C:45]2[CH:46]=[CH:47][CH:48]=[CH:49][CH:50]=2)=[C:39]2[C:35]=1[C:36](=[O:64])[N:37]([C:52]1[CH:53]=[CH:54][C:55]([CH2:58][C:59]([O:61][CH2:62][CH3:63])=[O:60])=[CH:56][CH:57]=1)[CH2:38]2, predict the reactants needed to synthesize it. The reactants are: [Cl:1][C:2]1[CH:10]=[CH:9][C:8]([O:11][CH2:12][C:13]2[CH:18]=[CH:17][CH:16]=[CH:15][CH:14]=2)=[C:7]2[C:3]=1[CH:4](O)[N:5]([C:20]1[CH:25]=[CH:24][C:23]([CH2:26][C:27]([O:29][CH2:30][CH3:31])=[O:28])=[CH:22][CH:21]=1)[C:6]2=[O:19].[Cl:33][C:34]1[CH:42]=[CH:41][C:40]([O:43][CH2:44][C:45]2[CH:50]=[CH:49][CH:48]=[CH:47][CH:46]=2)=[C:39]2[C:35]=1[C:36](=[O:64])[N:37]([C:52]1[CH:57]=[CH:56][C:55]([CH2:58][C:59]([O:61][CH2:62][CH3:63])=[O:60])=[CH:54][CH:53]=1)[CH:38]2O.C([SiH](CC)CC)C. (3) Given the product [CH2:1]([C:8]1[CH:9]=[N:10][C:11]2[C:16]([C:17]=1[C:18]1[CH:19]=[C:20]([NH:24][CH2:35][C:34]3[CH:37]=[C:30]([Br:29])[CH:31]=[CH:32][C:33]=3[OH:38])[CH:21]=[CH:22][CH:23]=1)=[CH:15][CH:14]=[CH:13][C:12]=2[C:25]([F:28])([F:26])[F:27])[C:2]1[CH:3]=[CH:4][CH:5]=[CH:6][CH:7]=1, predict the reactants needed to synthesize it. The reactants are: [CH2:1]([C:8]1[CH:9]=[N:10][C:11]2[C:16]([C:17]=1[C:18]1[CH:19]=[C:20]([NH2:24])[CH:21]=[CH:22][CH:23]=1)=[CH:15][CH:14]=[CH:13][C:12]=2[C:25]([F:28])([F:27])[F:26])[C:2]1[CH:7]=[CH:6][CH:5]=[CH:4][CH:3]=1.[Br:29][C:30]1[CH:31]=[CH:32][C:33]([OH:38])=[C:34]([CH:37]=1)[CH:35]=O. (4) Given the product [F:23][C:21]1[CH:22]=[C:17]([N:11]2[CH2:12][CH2:13][C:14]3[N:15]=[C:7]([C:2]4[CH:3]=[CH:4][CH:5]=[CH:6][N:1]=4)[O:8][C:9]=3[CH2:10]2)[CH:18]=[C:19]([F:24])[CH:20]=1, predict the reactants needed to synthesize it. The reactants are: [N:1]1[CH:6]=[CH:5][CH:4]=[CH:3][C:2]=1[C:7]1[O:8][C:9]2[CH2:10][NH:11][CH2:12][CH2:13][C:14]=2[N:15]=1.Br[C:17]1[CH:22]=[C:21]([F:23])[CH:20]=[C:19]([F:24])[CH:18]=1.C(O[Na])(C)(C)C.CC1(C)C2C(=C(P(C3C=CC=CC=3)C3C=CC=CC=3)C=CC=2)OC2C(P(C3C=CC=CC=3)C3C=CC=CC=3)=CC=CC1=2. (5) Given the product [C:38]([O:31][CH2:30][CH2:29][NH:28][C:26]([C:15]1[N:14]=[N:13][N:12]([C:9]2[CH:8]=[CH:7][C:6]([C:4]([NH:3][CH2:1][CH3:2])=[O:5])=[CH:11][CH:10]=2)[C:16]=1[CH2:17][O:18][C:19]1[CH:24]=[CH:23][CH:22]=[C:21]([F:25])[CH:20]=1)=[O:27])(=[O:40])[CH3:39], predict the reactants needed to synthesize it. The reactants are: [CH2:1]([NH:3][C:4]([C:6]1[CH:11]=[CH:10][C:9]([N:12]2[C:16]([CH2:17][O:18][C:19]3[CH:24]=[CH:23][CH:22]=[C:21]([F:25])[CH:20]=3)=[C:15]([C:26]([NH:28][CH2:29][CH2:30][OH:31])=[O:27])[N:14]=[N:13]2)=[CH:8][CH:7]=1)=[O:5])[CH3:2].N1C=CC=CC=1.[C:38](OC(=O)C)(=[O:40])[CH3:39].Cl. (6) The reactants are: [Br:1][C:2]1[CH:7]=[CH:6][C:5]([F:8])=[CH:4][C:3]=1[CH2:9][C:10](O)=[O:11].[H-].[Al+3].[Li+].[H-].[H-].[H-]. Given the product [Br:1][C:2]1[CH:7]=[CH:6][C:5]([F:8])=[CH:4][C:3]=1[CH2:9][CH2:10][OH:11], predict the reactants needed to synthesize it. (7) Given the product [C:1]([O:4][C:5]1[CH:6]=[C:7]2[C:12](=[CH:13][C:14]=1[O:15][CH3:16])[N:11]=[C:10]([C:17]1[CH:22]=[CH:21][CH:20]=[C:19]([NH2:23])[CH:18]=1)[N:9]=[C:8]2[NH:26][C:27]1[CH:28]=[C:29]2[C:33](=[CH:34][CH:35]=1)[N:32]([C:36]([O:38][C:39]([CH3:42])([CH3:41])[CH3:40])=[O:37])[N:31]=[CH:30]2)(=[O:3])[CH3:2].[C:1]([O:4][C:5]1[CH:6]=[C:7]2[C:12](=[CH:13][C:14]=1[O:15][CH3:16])[N:11]=[C:10]([C:17]1[CH:22]=[CH:21][CH:20]=[C:19]([NH2:23])[CH:18]=1)[N:9]=[C:8]2[NH:26][C:30]1[C:29]2[C:33](=[CH:34][CH:35]=[CH:27][CH:28]=2)[N:32]([C:36]([O-:38])=[O:37])[N:31]=1)(=[O:3])[CH3:2], predict the reactants needed to synthesize it. The reactants are: [C:1]([O:4][C:5]1[CH:6]=[C:7]2[C:12](=[CH:13][C:14]=1[O:15][CH3:16])[N:11]=[C:10]([C:17]1[CH:22]=[CH:21][CH:20]=[C:19]([N+:23]([O-])=O)[CH:18]=1)[N:9]=[C:8]2[NH:26][C:27]1[CH:28]=[C:29]2[C:33](=[CH:34][CH:35]=1)[N:32]([C:36]([O:38][C:39]([CH3:42])([CH3:41])[CH3:40])=[O:37])[N:31]=[CH:30]2)(=[O:3])[CH3:2].